Dataset: Reaction yield outcomes from USPTO patents with 853,638 reactions. Task: Predict the reaction yield, written as a fraction of the theoretical maximum amount of product (1.0 means a 100% yield; for example, 0.34 means a 34% yield). The reactants are [H-].[Na+].[N:3]1([CH2:9][CH2:10][OH:11])[CH2:8][CH2:7][CH2:6][CH2:5][CH2:4]1.Cl[C:13]1[C:14]2[C:21]([C:22]3[CH:27]=[CH:26][CH:25]=[CH:24][CH:23]=3)=[CH:20][S:19][C:15]=2[N:16]=[CH:17][N:18]=1. The catalyst is C1COCC1.O. The product is [C:22]1([C:21]2[C:14]3[C:13]([O:11][CH2:10][CH2:9][N:3]4[CH2:8][CH2:7][CH2:6][CH2:5][CH2:4]4)=[N:18][CH:17]=[N:16][C:15]=3[S:19][CH:20]=2)[CH:23]=[CH:24][CH:25]=[CH:26][CH:27]=1. The yield is 0.720.